From a dataset of NCI-60 drug combinations with 297,098 pairs across 59 cell lines. Regression. Given two drug SMILES strings and cell line genomic features, predict the synergy score measuring deviation from expected non-interaction effect. (1) Drug 1: CS(=O)(=O)C1=CC(=C(C=C1)C(=O)NC2=CC(=C(C=C2)Cl)C3=CC=CC=N3)Cl. Drug 2: CC12CCC3C(C1CCC2O)C(CC4=C3C=CC(=C4)O)CCCCCCCCCS(=O)CCCC(C(F)(F)F)(F)F. Cell line: SK-MEL-5. Synergy scores: CSS=7.44, Synergy_ZIP=3.56, Synergy_Bliss=9.14, Synergy_Loewe=5.98, Synergy_HSA=5.74. (2) Drug 1: CC1=C(C=C(C=C1)NC2=NC=CC(=N2)N(C)C3=CC4=NN(C(=C4C=C3)C)C)S(=O)(=O)N.Cl. Drug 2: C1C(C(OC1N2C=NC3=C(N=C(N=C32)Cl)N)CO)O. Cell line: MCF7. Synergy scores: CSS=1.50, Synergy_ZIP=2.65, Synergy_Bliss=5.84, Synergy_Loewe=-0.175, Synergy_HSA=2.19. (3) Drug 1: CC(C1=C(C=CC(=C1Cl)F)Cl)OC2=C(N=CC(=C2)C3=CN(N=C3)C4CCNCC4)N. Drug 2: CS(=O)(=O)C1=CC(=C(C=C1)C(=O)NC2=CC(=C(C=C2)Cl)C3=CC=CC=N3)Cl. Cell line: CCRF-CEM. Synergy scores: CSS=49.2, Synergy_ZIP=-2.01, Synergy_Bliss=-0.481, Synergy_Loewe=-17.6, Synergy_HSA=-1.97. (4) Cell line: MDA-MB-231. Synergy scores: CSS=20.0, Synergy_ZIP=-1.75, Synergy_Bliss=2.03, Synergy_Loewe=3.19, Synergy_HSA=3.35. Drug 2: C1CC(C1)(C(=O)O)C(=O)O.[NH2-].[NH2-].[Pt+2]. Drug 1: CC12CCC(CC1=CCC3C2CCC4(C3CC=C4C5=CN=CC=C5)C)O. (5) Drug 1: C1=C(C(=O)NC(=O)N1)N(CCCl)CCCl. Drug 2: C1CN1P(=S)(N2CC2)N3CC3. Cell line: NCI-H226. Synergy scores: CSS=6.88, Synergy_ZIP=-4.75, Synergy_Bliss=-6.12, Synergy_Loewe=-6.12, Synergy_HSA=-5.89. (6) Drug 1: C1=NC2=C(N=C(N=C2N1C3C(C(C(O3)CO)O)O)F)N. Drug 2: CCN(CC)CCCC(C)NC1=C2C=C(C=CC2=NC3=C1C=CC(=C3)Cl)OC. Cell line: NCIH23. Synergy scores: CSS=26.8, Synergy_ZIP=-8.43, Synergy_Bliss=-3.76, Synergy_Loewe=-13.1, Synergy_HSA=-2.46. (7) Drug 1: CC(C)NC(=O)C1=CC=C(C=C1)CNNC.Cl. Drug 2: COC1=C2C(=CC3=C1OC=C3)C=CC(=O)O2. Cell line: CAKI-1. Synergy scores: CSS=-6.53, Synergy_ZIP=1.91, Synergy_Bliss=-2.90, Synergy_Loewe=-8.26, Synergy_HSA=-6.70. (8) Drug 1: CS(=O)(=O)CCNCC1=CC=C(O1)C2=CC3=C(C=C2)N=CN=C3NC4=CC(=C(C=C4)OCC5=CC(=CC=C5)F)Cl. Drug 2: C1C(C(OC1N2C=NC3=C2NC=NCC3O)CO)O. Cell line: CAKI-1. Synergy scores: CSS=9.41, Synergy_ZIP=0.0170, Synergy_Bliss=2.77, Synergy_Loewe=-3.58, Synergy_HSA=0.458. (9) Drug 1: C1=NC2=C(N1)C(=S)N=C(N2)N. Drug 2: CC1=C(N=C(N=C1N)C(CC(=O)N)NCC(C(=O)N)N)C(=O)NC(C(C2=CN=CN2)OC3C(C(C(C(O3)CO)O)O)OC4C(C(C(C(O4)CO)O)OC(=O)N)O)C(=O)NC(C)C(C(C)C(=O)NC(C(C)O)C(=O)NCCC5=NC(=CS5)C6=NC(=CS6)C(=O)NCCC[S+](C)C)O. Cell line: NCI-H226. Synergy scores: CSS=27.7, Synergy_ZIP=-6.60, Synergy_Bliss=-4.19, Synergy_Loewe=-20.7, Synergy_HSA=0.456.